From a dataset of Peptide-MHC class I binding affinity with 185,985 pairs from IEDB/IMGT. Regression. Given a peptide amino acid sequence and an MHC pseudo amino acid sequence, predict their binding affinity value. This is MHC class I binding data. (1) The peptide sequence is EEHFVETVSL. The MHC is HLA-B40:02 with pseudo-sequence HLA-B40:02. The binding affinity (normalized) is 0.590. (2) The peptide sequence is RQFVSNNGK. The MHC is HLA-B40:01 with pseudo-sequence HLA-B40:01. The binding affinity (normalized) is 0.0847. (3) The peptide sequence is VIIVLIVI. The MHC is H-2-Kb with pseudo-sequence H-2-Kb. The binding affinity (normalized) is 0.200. (4) The peptide sequence is AGRAWENTI. The MHC is HLA-A26:01 with pseudo-sequence HLA-A26:01. The binding affinity (normalized) is 0. (5) The peptide sequence is AMDTHLYFE. The MHC is HLA-B18:01 with pseudo-sequence HLA-B18:01. The binding affinity (normalized) is 0.0847. (6) The peptide sequence is HQNSKKTTK. The MHC is HLA-A68:01 with pseudo-sequence HLA-A68:01. The binding affinity (normalized) is 0. (7) The peptide sequence is WQTDTTIPL. The MHC is HLA-B39:01 with pseudo-sequence HLA-B39:01. The binding affinity (normalized) is 0.898. (8) The peptide sequence is YTHKYPNL. The MHC is H-2-Kb with pseudo-sequence H-2-Kb. The binding affinity (normalized) is 0.780.